This data is from Peptide-MHC class I binding affinity with 185,985 pairs from IEDB/IMGT. The task is: Regression. Given a peptide amino acid sequence and an MHC pseudo amino acid sequence, predict their binding affinity value. This is MHC class I binding data. (1) The peptide sequence is ASIRNPDPV. The MHC is H-2-Db with pseudo-sequence H-2-Db. The binding affinity (normalized) is 0.946. (2) The peptide sequence is EKLKKKSAF. The MHC is HLA-B15:17 with pseudo-sequence HLA-B15:17. The binding affinity (normalized) is 0.0847. (3) The peptide sequence is GEMCDDTVTY. The MHC is HLA-B40:01 with pseudo-sequence HLA-B40:01. The binding affinity (normalized) is 0.375. (4) The peptide sequence is YDAPGWLIW. The MHC is HLA-B51:01 with pseudo-sequence HLA-B51:01. The binding affinity (normalized) is 0.213. (5) The peptide sequence is ICFWSTLFFT. The MHC is HLA-A68:02 with pseudo-sequence HLA-A68:02. The binding affinity (normalized) is 0.00449. (6) The peptide sequence is TLNEYKQLYT. The MHC is HLA-A02:06 with pseudo-sequence HLA-A02:06. The binding affinity (normalized) is 0. (7) The peptide sequence is RSGIDTNAY. The MHC is HLA-A01:01 with pseudo-sequence HLA-A01:01. The binding affinity (normalized) is 0.613. (8) The peptide sequence is NFFHASLAY. The MHC is HLA-A02:12 with pseudo-sequence HLA-A02:12. The binding affinity (normalized) is 0.0847. (9) The MHC is HLA-A31:01 with pseudo-sequence HLA-A31:01. The peptide sequence is GVRFFFYTSK. The binding affinity (normalized) is 0.428. (10) The peptide sequence is KYSRSKPAA. The MHC is HLA-A30:01 with pseudo-sequence HLA-A30:01. The binding affinity (normalized) is 0.839.